From a dataset of Peptide-MHC class II binding affinity with 134,281 pairs from IEDB. Regression. Given a peptide amino acid sequence and an MHC pseudo amino acid sequence, predict their binding affinity value. This is MHC class II binding data. (1) The peptide sequence is EGGAHLVQDDVIPAN. The MHC is HLA-DQA10501-DQB10201 with pseudo-sequence HLA-DQA10501-DQB10201. The binding affinity (normalized) is 0.417. (2) The peptide sequence is LPLRRLLGLVAAGLD. The MHC is DRB1_1101 with pseudo-sequence DRB1_1101. The binding affinity (normalized) is 0.644.